Dataset: Forward reaction prediction with 1.9M reactions from USPTO patents (1976-2016). Task: Predict the product of the given reaction. (1) Given the reactants [N:1]1[CH:6]=[CH:5][CH:4]=[C:3]([OH:7])[CH:2]=1.C([O-])([O-])=O.[K+].[K+].Br[CH2:15][C:16]#[N:17], predict the reaction product. The product is: [N:1]1[CH:6]=[CH:5][CH:4]=[C:3]([O:7][CH2:15][C:16]#[N:17])[CH:2]=1. (2) Given the reactants [F:1][CH:2]([F:27])[O:3][C:4]1[CH:9]=[CH:8][C:7]([C:10]2[O:11][CH:12]=[C:13]([CH2:15][CH2:16][C:17]([C:19]3[C:24]([CH3:25])=[CH:23][CH:22]=[CH:21][N:20]=3)=[O:18])[N:14]=2)=[CH:6][C:5]=1[OH:26].N12CCCN=C1CC[CH2:31][CH2:30][CH2:29]2.C(Br)C=C.O, predict the reaction product. The product is: [CH2:31]([O:26][C:5]1[CH:6]=[C:7]([C:10]2[O:11][CH:12]=[C:13]([CH2:15][CH2:16][C:17]([C:19]3[C:24]([CH3:25])=[CH:23][CH:22]=[CH:21][N:20]=3)=[O:18])[N:14]=2)[CH:8]=[CH:9][C:4]=1[O:3][CH:2]([F:1])[F:27])[CH:30]=[CH2:29]. (3) The product is: [CH3:9][N:6]1[C:5]2[CH:10]=[C:11]([C:19]3([OH:22])[CH2:20][CH2:21][C:16]4([O:15][CH2:14][CH2:13][O:12]4)[CH2:17][CH2:18]3)[CH:2]=[CH:3][C:4]=2[N:8]=[CH:7]1. Given the reactants Br[C:2]1[CH:11]=[CH:10][C:5]2[N:6]([CH3:9])[CH:7]=[N:8][C:4]=2[CH:3]=1.[O:12]1[C:16]2([CH2:21][CH2:20][C:19](=[O:22])[CH2:18][CH2:17]2)[O:15][CH2:14][CH2:13]1, predict the reaction product. (4) Given the reactants [F:1][C:2]1[CH:3]=[C:4]([C:9]2[C:10]3[CH2:29]OC[CH2:26][C:11]=3[N:12]([C:14]([NH:16][C@@H:17]([C:22]([CH3:25])([CH3:24])[CH3:23])[C:18]([NH:20][CH3:21])=[O:19])=[O:15])[N:13]=2)[CH:5]=[CH:6][C:7]=1[F:8].FC1C=C(C2C3C[CH2:45][O:44]CC=3NN=2)C=CC=1F.N[C@@H](C(C)(C)C)[C:49](NCCO)=[O:50], predict the reaction product. The product is: [F:1][C:2]1[CH:3]=[C:4]([C:9]2[C:10]3[CH2:29][CH2:45][O:44][CH2:26][C:11]=3[N:12]([C:14]([NH:16][C@@H:17]([C:22]([CH3:25])([CH3:24])[CH3:23])[C:18]([NH:20][CH2:21][CH2:49][OH:50])=[O:19])=[O:15])[N:13]=2)[CH:5]=[CH:6][C:7]=1[F:8].